This data is from Forward reaction prediction with 1.9M reactions from USPTO patents (1976-2016). The task is: Predict the product of the given reaction. (1) Given the reactants [F:1][CH:2]([F:12])[C:3]1[CH:4]=[C:5]([CH:9]=[CH:10][N:11]=1)[C:6]([O-:8])=[O:7].[Li+].[OH-], predict the reaction product. The product is: [F:12][CH:2]([F:1])[C:3]1[CH:4]=[C:5]([CH:9]=[CH:10][N:11]=1)[C:6]([OH:8])=[O:7]. (2) Given the reactants [Cl:1][C:2]1[CH:3]=[C:4]2[N:25](COCC[Si](C)(C)C)[C:24]([O:34][C@H:35]3[CH2:44][O:43][C@H:42]4[C@@H:37]([O:38]C(C5C=CC=CC=5)[O:40][CH2:41]4)[CH2:36]3)=[N:23][C:5]2=[N:6][C:7]=1[C:8]1[CH:13]=[CH:12][C:11](C2C=CC(C(O)=O)=CC=2)=[CH:10][CH:9]=1.C([N:53]([CH2:56]C)CC)C.[CH:66]1[CH:71]=[CH:70][C:69](P(N=[N+]=[N-])([C:66]2[CH:67]=[CH:68][CH:69]=[CH:70][CH:71]=2)=O)=[CH:68][CH:67]=1.C[OH:76].[C:77](=O)(O)[O-:78].[Na+], predict the reaction product. The product is: [Cl:1][C:2]1[CH:3]=[C:4]2[NH:25][C:24]([O:34][C@@H:35]3[CH2:36][C@H:37]([OH:38])[C@@H:42]([CH2:41][OH:40])[O:43][CH2:44]3)=[N:23][C:5]2=[N:6][C:7]=1[C:8]1[CH:9]=[CH:10][C:11]([C:66]2[CH:67]=[CH:68][C:69]([NH:53][C:56](=[O:76])[O:78][CH3:77])=[CH:70][CH:71]=2)=[CH:12][CH:13]=1. (3) Given the reactants Br[C:2]1[CH:7]=[CH:6][C:5]([S:8]([N:11]([CH2:22][CH2:23][CH2:24][CH2:25][CH2:26][CH3:27])[C:12]2[CH:13]=[CH:14][C:15]([F:21])=[C:16]([CH:20]=2)[C:17]([O-:19])=[O:18])(=[O:10])=[O:9])=[CH:4][CH:3]=1.[CH2:28]([C:32]1[CH:37]=[CH:36][C:35]([C:38]#[CH:39])=[CH:34][CH:33]=1)[CH2:29][CH2:30][CH3:31].[C:40]1(P(C2C=CC=CC=2)C2C=CC=CC=2)C=CC=CC=1, predict the reaction product. The product is: [CH2:28]([C:32]1[CH:33]=[CH:34][C:35]([C:38]#[C:39][C:2]2[CH:7]=[CH:6][C:5]([S:8]([N:11]([CH2:22][CH2:23][CH2:24][CH2:25][CH2:26][CH3:27])[C:12]3[CH:13]=[CH:14][C:15]([F:21])=[C:16]([CH:20]=3)[C:17]([O:19][CH3:40])=[O:18])(=[O:10])=[O:9])=[CH:4][CH:3]=2)=[CH:36][CH:37]=1)[CH2:29][CH2:30][CH3:31]. (4) Given the reactants [O:1]1[C:5]2[CH:6]=[CH:7][C:8]([NH:10][C:11]3[C:12]4[CH:19]=[C:18]([C:20]5[CH:25]=[CH:24][C:23]([CH2:26]O)=[CH:22][CH:21]=5)[NH:17][C:13]=4[N:14]=[CH:15][N:16]=3)=[CH:9][C:4]=2[O:3][CH2:2]1.S(Cl)([Cl:30])=O, predict the reaction product. The product is: [O:1]1[C:5]2[CH:6]=[CH:7][C:8]([NH:10][C:11]3[C:12]4[CH:19]=[C:18]([C:20]5[CH:25]=[CH:24][C:23]([CH2:26][Cl:30])=[CH:22][CH:21]=5)[NH:17][C:13]=4[N:14]=[CH:15][N:16]=3)=[CH:9][C:4]=2[O:3][CH2:2]1. (5) Given the reactants [NH:1]1[CH:5]=[CH:4][CH:3]=[C:2]1[C:6]([O:8][CH3:9])=[O:7].[CH3:10][C:11](C)([O-])[CH3:12].[K+].C(Br)C=C.S([O-])(O)(=O)=O.[K+], predict the reaction product. The product is: [CH2:12]([N:1]1[CH:5]=[CH:4][CH:3]=[C:2]1[C:6]([O:8][CH3:9])=[O:7])[CH:11]=[CH2:10]. (6) Given the reactants F[C:2]1[CH:18]=[CH:17][C:5]([C:6]([NH:8][C:9]2[CH:14]=[CH:13][CH:12]=[C:11]([O:15][CH3:16])[CH:10]=2)=[O:7])=[CH:4][C:3]=1[N+:19]([O-:21])=[O:20].[OH-].[NH4+:23], predict the reaction product. The product is: [NH2:23][C:2]1[CH:18]=[CH:17][C:5]([C:6]([NH:8][C:9]2[CH:14]=[CH:13][CH:12]=[C:11]([O:15][CH3:16])[CH:10]=2)=[O:7])=[CH:4][C:3]=1[N+:19]([O-:21])=[O:20].